This data is from Full USPTO retrosynthesis dataset with 1.9M reactions from patents (1976-2016). The task is: Predict the reactants needed to synthesize the given product. (1) Given the product [Cl:39][C:37]1[CH:36]=[CH:35][C:34]([C:40]2[NH:44][C:43](=[O:45])[O:42][N:41]=2)=[C:33]([NH:32][C:17](=[O:19])[CH2:16][C:13]2[CH:12]=[CH:11][C:10]([S:7]([N:1]3[CH2:2][CH2:3][CH2:4][CH2:5][CH2:6]3)(=[O:8])=[O:9])=[CH:15][CH:14]=2)[CH:38]=1, predict the reactants needed to synthesize it. The reactants are: [N:1]1([S:7]([C:10]2[CH:15]=[CH:14][C:13]([CH2:16][C:17]([OH:19])=O)=[CH:12][CH:11]=2)(=[O:9])=[O:8])[CH2:6][CH2:5][CH2:4][CH2:3][CH2:2]1.CCN=C=NCCCN(C)C.Cl.[NH2:32][C:33]1[CH:38]=[C:37]([Cl:39])[CH:36]=[CH:35][C:34]=1[C:40]1[NH:44][C:43](=[O:45])[O:42][N:41]=1. (2) Given the product [Br:29][C:25]1[CH:26]=[C:27]([Br:28])[C:19]2[N:18]=[C:15]([C:4]3[N:5]([C:7]4[C:12]([C:13]#[N:14])=[CH:11][CH:10]=[CH:9][N:8]=4)[CH:6]=[C:2]([Br:1])[CH:3]=3)[O:17][C:21](=[O:22])[C:20]=2[CH:24]=1, predict the reactants needed to synthesize it. The reactants are: [Br:1][C:2]1[CH:3]=[C:4]([C:15]([OH:17])=O)[N:5]([C:7]2[C:12]([C:13]#[N:14])=[CH:11][CH:10]=[CH:9][N:8]=2)[CH:6]=1.[NH2:18][C:19]1[C:27]([Br:28])=[CH:26][C:25]([Br:29])=[CH:24][C:20]=1[C:21](O)=[O:22].BrC1C=C(C(O)=O)N(C2C(Cl)=CC=CN=2)C=1.NC1C(C)=CC(Cl)=CC=1C(O)=O. (3) Given the product [C:3]([O:7][C@@H:8]([C:13]1[C:14]([C:27]2[CH:32]=[CH:31][C:30]([CH:33]([F:35])[F:34])=[CH:29][CH:28]=2)=[C:15]2[C:22]3[CH2:23][CH2:24][CH2:25][CH2:26][C:21]=3[S:20][C:16]2=[N:17][C:18]=1[CH3:19])[C:9]([OH:11])=[O:10])([CH3:6])([CH3:4])[CH3:5], predict the reactants needed to synthesize it. The reactants are: [OH-].[Na+].[C:3]([O:7][C@@H:8]([C:13]1[C:14]([C:27]2[CH:32]=[CH:31][C:30]([CH:33]([F:35])[F:34])=[CH:29][CH:28]=2)=[C:15]2[C:22]3[CH2:23][CH2:24][CH2:25][CH2:26][C:21]=3[S:20][C:16]2=[N:17][C:18]=1[CH3:19])[C:9]([O:11]C)=[O:10])([CH3:6])([CH3:5])[CH3:4]. (4) Given the product [C:1]([CH:3]1[CH2:8][CH2:7][N:6]([C:9](=[O:36])[C@H:10]([NH:14][C:15]([C:17]2[C:25]3[C:20](=[N:21][CH:22]=[C:23]([C:26]4[N:39]=[N:38][N:37]([CH:40]5[CH2:44][CH2:43][CH2:42][CH2:41]5)[CH:27]=4)[N:24]=3)[N:19]([CH2:28][O:29][CH2:30][CH2:31][Si:32]([CH3:34])([CH3:33])[CH3:35])[CH:18]=2)=[O:16])[CH:11]2[CH2:12][CH2:13]2)[CH2:5][CH2:4]1)#[N:2], predict the reactants needed to synthesize it. The reactants are: [C:1]([CH:3]1[CH2:8][CH2:7][N:6]([C:9](=[O:36])[C@H:10]([NH:14][C:15]([C:17]2[C:25]3[C:20](=[N:21][CH:22]=[C:23]([C:26]#[CH:27])[N:24]=3)[N:19]([CH2:28][O:29][CH2:30][CH2:31][Si:32]([CH3:35])([CH3:34])[CH3:33])[CH:18]=2)=[O:16])[CH:11]2[CH2:13][CH2:12]2)[CH2:5][CH2:4]1)#[N:2].[N:37]([CH:40]1[CH2:44][CH2:43][CH2:42][CH2:41]1)=[N+:38]=[N-:39].CC(O)(C)C. (5) Given the product [C:1]([C:5]1[N:10]=[CH:9][C:8]([C:11]2[N:12]([C:32]([N:34]3[CH2:39][CH2:38][CH:37]([CH2:40][C:41]([NH:47][C:48]4[CH:49]=[N:50][CH:51]=[CH:52][CH:53]=4)=[O:42])[CH2:36][CH2:35]3)=[O:33])[C@@:13]([C:25]3[CH:30]=[CH:29][C:28]([Cl:31])=[CH:27][CH:26]=3)([CH3:24])[C@@:14]([C:17]3[CH:22]=[CH:21][C:20]([Cl:23])=[CH:19][CH:18]=3)([CH3:16])[N:15]=2)=[C:7]([O:44][CH2:45][CH3:46])[CH:6]=1)([CH3:4])([CH3:2])[CH3:3], predict the reactants needed to synthesize it. The reactants are: [C:1]([C:5]1[N:10]=[CH:9][C:8]([C:11]2[N:12]([C:32]([N:34]3[CH2:39][CH2:38][CH:37]([CH2:40][C:41](O)=[O:42])[CH2:36][CH2:35]3)=[O:33])[C@@:13]([C:25]3[CH:30]=[CH:29][C:28]([Cl:31])=[CH:27][CH:26]=3)([CH3:24])[C@@:14]([C:17]3[CH:22]=[CH:21][C:20]([Cl:23])=[CH:19][CH:18]=3)([CH3:16])[N:15]=2)=[C:7]([O:44][CH2:45][CH3:46])[CH:6]=1)([CH3:4])([CH3:3])[CH3:2].[NH2:47][C:48]1[CH:49]=[N:50][CH:51]=[CH:52][CH:53]=1. (6) Given the product [Cl:10][C:2]1[CH:3]=[C:4]([NH:5][C:13](=[O:15])[CH:12]=[N:26][OH:27])[CH:6]=[CH:7][C:8]=1[Cl:25], predict the reactants needed to synthesize it. The reactants are: F[C:2]1[CH:3]=[C:4]([CH:6]=[CH:7][C:8]=1F)[NH2:5].[ClH:10].Cl[C:12](Cl)(Cl)[CH:13]([OH:15])O.S([O-])([O-])(=O)=O.[Na+].[Na+].[ClH:25].[NH2:26][OH:27]. (7) The reactants are: [Br:1][C:2]1[CH:3]=[C:4]([OH:11])[CH:5]=[C:6]([N+:8]([O-:10])=[O:9])[CH:7]=1.C([O-])([O-])=O.[K+].[K+].Br[CH2:19][C:20]([O:22][CH3:23])=[O:21].C(OCC)(=O)C. Given the product [Br:1][C:2]1[CH:3]=[C:4]([CH:5]=[C:6]([N+:8]([O-:10])=[O:9])[CH:7]=1)[O:11][CH2:19][C:20]([O:22][CH3:23])=[O:21], predict the reactants needed to synthesize it. (8) Given the product [CH3:1][O:2][C:3](=[O:23])[CH2:4][CH2:5][C:6]1([CH3:22])[CH2:15][CH2:14][C:13]2[C:8](=[C:9]3[CH:20]4[CH2:21][CH:17]([CH2:18][CH2:19]4)[C:10]3=[C:11]([O:16][CH2:33][O:34][CH3:35])[CH:12]=2)[O:7]1, predict the reactants needed to synthesize it. The reactants are: [CH3:1][O:2][C:3](=[O:23])[CH2:4][CH2:5][C:6]1([CH3:22])[CH2:15][CH2:14][C:13]2[C:8](=[C:9]3[CH:20]4[CH2:21][CH:17]([CH2:18][CH2:19]4)[C:10]3=[C:11]([OH:16])[CH:12]=2)[O:7]1.C(N(C(C)C)CC)(C)C.[CH3:33][O:34][CH2:35]Cl. (9) Given the product [NH2:19][C:20]1[CH:21]=[C:22]([CH:26]=[C:27]([O:29][C:30]([F:33])([F:32])[F:31])[CH:28]=1)[C:23]([NH:42][CH2:41][CH2:40][N:37]1[CH2:38][CH2:39][O:34][CH2:35][CH2:36]1)=[O:25], predict the reactants needed to synthesize it. The reactants are: C(P1(=O)OP(CCC)(=O)OP(CCC)(=O)O1)CC.[NH2:19][C:20]1[CH:21]=[C:22]([CH:26]=[C:27]([O:29][C:30]([F:33])([F:32])[F:31])[CH:28]=1)[C:23]([OH:25])=O.[O:34]1[CH2:39][CH2:38][N:37]([CH2:40][CH2:41][NH2:42])[CH2:36][CH2:35]1.